Dataset: NCI-60 drug combinations with 297,098 pairs across 59 cell lines. Task: Regression. Given two drug SMILES strings and cell line genomic features, predict the synergy score measuring deviation from expected non-interaction effect. (1) Drug 2: CS(=O)(=O)OCCCCOS(=O)(=O)C. Cell line: NCI-H522. Drug 1: CC1OCC2C(O1)C(C(C(O2)OC3C4COC(=O)C4C(C5=CC6=C(C=C35)OCO6)C7=CC(=C(C(=C7)OC)O)OC)O)O. Synergy scores: CSS=24.3, Synergy_ZIP=-6.86, Synergy_Bliss=-0.803, Synergy_Loewe=-15.0, Synergy_HSA=0.948. (2) Drug 1: COC1=CC(=CC(=C1O)OC)C2C3C(COC3=O)C(C4=CC5=C(C=C24)OCO5)OC6C(C(C7C(O6)COC(O7)C8=CC=CS8)O)O. Drug 2: CN(CCCl)CCCl.Cl. Cell line: SK-MEL-2. Synergy scores: CSS=47.2, Synergy_ZIP=3.80, Synergy_Bliss=5.96, Synergy_Loewe=-24.6, Synergy_HSA=2.40. (3) Drug 1: C1=CC(=C2C(=C1NCCNCCO)C(=O)C3=C(C=CC(=C3C2=O)O)O)NCCNCCO. Drug 2: CC12CCC3C(C1CCC2O)C(CC4=C3C=CC(=C4)O)CCCCCCCCCS(=O)CCCC(C(F)(F)F)(F)F. Cell line: HCT-15. Synergy scores: CSS=63.8, Synergy_ZIP=6.42, Synergy_Bliss=4.45, Synergy_Loewe=-17.9, Synergy_HSA=6.08. (4) Drug 1: CC1=C(C=C(C=C1)NC2=NC=CC(=N2)N(C)C3=CC4=NN(C(=C4C=C3)C)C)S(=O)(=O)N.Cl. Drug 2: C1=CC=C(C=C1)NC(=O)CCCCCCC(=O)NO. Cell line: EKVX. Synergy scores: CSS=12.5, Synergy_ZIP=3.24, Synergy_Bliss=8.24, Synergy_Loewe=5.98, Synergy_HSA=6.90. (5) Drug 1: CCC1=C2CN3C(=CC4=C(C3=O)COC(=O)C4(CC)O)C2=NC5=C1C=C(C=C5)O. Drug 2: COCCOC1=C(C=C2C(=C1)C(=NC=N2)NC3=CC=CC(=C3)C#C)OCCOC.Cl. Synergy scores: CSS=40.5, Synergy_ZIP=5.05, Synergy_Bliss=0.0724, Synergy_Loewe=-11.8, Synergy_HSA=0.0154. Cell line: U251.